From a dataset of Experimentally validated miRNA-target interactions with 360,000+ pairs, plus equal number of negative samples. Binary Classification. Given a miRNA mature sequence and a target amino acid sequence, predict their likelihood of interaction. The miRNA is hsa-miR-877-3p with sequence UCCUCUUCUCCCUCCUCCCAG. Result: 1 (interaction). The protein sequence of the target gene is MAASVVCRAATAGAQVLLRARRSPALLRTPALRSTATFAQALQFVPETQVSLLDNGLRVASEQSSQPTCTVGVWIDVGSRFETEKNNGAGYFLEHLAFKGTKNRPGSALEKEVESMGAHLNAYSTREHTAYYIKALSKDLPKAVELLGDIVQNCSLEDSQIEKERDVILREMQENDASMRDVVFNYLHATAFQGTPLAQAVEGPSENVRKLSRADLTEYLSTHYKAPRMVLAAAGGVEHQQLLDLAQKHLGGIPWTYAEDAVPTLTPCRFTGSEIRHRDDALPFAHVAIAVEGPGWASPD....